This data is from Full USPTO retrosynthesis dataset with 1.9M reactions from patents (1976-2016). The task is: Predict the reactants needed to synthesize the given product. (1) Given the product [CH:64]1[C:65]2[CH:10]=[CH:9][C:8]3[C:7](=[CH:6][CH:5]=[CH:4][CH:3]=3)[C:66]=2[CH:67]=[C:62]([C:68]2[C:17]3[C:16](=[CH:29][CH:11]=[CH:12][CH:13]=3)[C:9]([C:10]3[CH:11]=[CH:12][C:13]([C:37]4[N:36]([C:30]5[CH:31]=[CH:32][CH:33]=[CH:34][CH:35]=5)[C:40]5[CH:41]=[CH:42][CH:43]=[CH:44][C:39]=5[N:38]=4)=[CH:14][CH:15]=3)=[C:8]3[C:3]=2[CH:4]=[CH:5][CH:6]=[CH:7]3)[CH:63]=1, predict the reactants needed to synthesize it. The reactants are: BrC1[C:3]2[C:8]([C:9]([C:16]3[CH:17]=CC4C=CC5C(C=4[CH:29]=3)=CC=CC=5)=[C:10]3[C:15]=1[CH:14]=[CH:13][CH:12]=[CH:11]3)=[CH:7][CH:6]=[CH:5][CH:4]=2.[C:30]1([N:36]2[C:40]3[CH:41]=[CH:42][CH:43]=[CH:44][C:39]=3[N:38]=[C:37]2C2C=CC(B(O)O)=CC=2)[CH:35]=[CH:34][CH:33]=[CH:32][CH:31]=1.C([O-])([O-])=O.[Na+].[Na+].N#N.[C:62]1([CH3:68])[CH:67]=[CH:66][CH:65]=[CH:64][CH:63]=1. (2) Given the product [SiH4:2].[Si:2]([O:5][S:6]([CH3:9])(=[O:7])=[O:8])([O:10][S:11]([CH3:14])(=[O:13])=[O:12])([CH3:4])[CH3:3], predict the reactants needed to synthesize it. The reactants are: Cl.[Si:2]([O:10][S:11]([CH3:14])(=[O:13])=[O:12])([O:5][S:6]([CH3:9])(=[O:8])=[O:7])([CH3:4])[CH3:3].